From a dataset of Reaction yield outcomes from USPTO patents with 853,638 reactions. Predict the reaction yield, written as a fraction of the theoretical maximum amount of product (1.0 means a 100% yield; for example, 0.34 means a 34% yield). The reactants are [F:1][C:2]1[CH:10]=[CH:9][CH:8]=[C:7]2[C:3]=1[CH:4]=[C:5]([C:11]1[N:16]=[C:15]([C:17]3[C:18]([N:37]([CH3:42])[S:38]([CH3:41])(=[O:40])=[O:39])=[CH:19][C:20]4[O:24][C:23]([C:25]5[CH:30]=[CH:29][C:28]([F:31])=[CH:27][CH:26]=5)=[C:22]([C:32]([NH:34][CH3:35])=[O:33])[C:21]=4[CH:36]=3)[CH:14]=[N:13][C:12]=1[OH:43])[NH:6]2.C1(N([O:51][S:52]([C:55]([F:58])([F:57])[F:56])(=O)=[O:53])[O:51][S:52]([C:55]([F:58])([F:57])[F:56])(=O)=[O:53])C=CC=CC=1.CCN(CC)CC. The catalyst is C1COCC1.O. The product is [F:56][C:55]([F:58])([F:57])[S:52]([O:43][C:12]1[C:11]([C:5]2[NH:6][C:7]3[C:3]([CH:4]=2)=[C:2]([F:1])[CH:10]=[CH:9][CH:8]=3)=[N:16][C:15]([C:17]2[C:18]([N:37]([CH3:42])[S:38]([CH3:41])(=[O:40])=[O:39])=[CH:19][C:20]3[O:24][C:23]([C:25]4[CH:30]=[CH:29][C:28]([F:31])=[CH:27][CH:26]=4)=[C:22]([C:32](=[O:33])[NH:34][CH3:35])[C:21]=3[CH:36]=2)=[CH:14][N:13]=1)(=[O:53])=[O:51]. The yield is 0.360.